This data is from Forward reaction prediction with 1.9M reactions from USPTO patents (1976-2016). The task is: Predict the product of the given reaction. (1) Given the reactants [CH:1]([O:4][CH2:5][CH2:6][NH:7][C:8]1[CH:13]=[CH:12][C:11]([N+:14]([O-])=O)=[CH:10][CH:9]=1)([CH3:3])[CH3:2].C1(N)C(F)=C(F)C(F)=C(N)C=1F.[ClH:29].Cl, predict the reaction product. The product is: [ClH:29].[ClH:29].[CH:1]([O:4][CH2:5][CH2:6][NH:7][C:8]1[CH:9]=[CH:10][C:11]([NH2:14])=[CH:12][CH:13]=1)([CH3:3])[CH3:2]. (2) Given the reactants [CH2:1]([N:3]([CH3:12])[C:4]1[CH:11]=[CH:10][C:7]([C:8]#[N:9])=[CH:6][CH:5]=1)[CH3:2].P12(SP3(SP(SP(S3)(S1)=S)(=S)S2)=S)=[S:14], predict the reaction product. The product is: [CH2:1]([N:3]([CH3:12])[C:4]1[CH:11]=[CH:10][C:7]([C:8](=[S:14])[NH2:9])=[CH:6][CH:5]=1)[CH3:2]. (3) The product is: [CH3:1][O:2][C:3]1[CH:4]=[C:5]2[C:10](=[CH:11][CH:12]=1)[CH2:9][C:8](=[O:13])[CH2:7][CH2:6]2. Given the reactants [CH3:1][O:2][C:3]1[CH:12]=[CH:11][C:10]2[C:5](=[CH:6][CH:7]=[C:8]([O:13]C)[CH:9]=2)[CH:4]=1.[Na].Cl.O, predict the reaction product.